This data is from Catalyst prediction with 721,799 reactions and 888 catalyst types from USPTO. The task is: Predict which catalyst facilitates the given reaction. (1) Reactant: [CH2:1]([O:8][C:9]1[CH:10]=[C:11]([CH:37]=[C:38]([O:40][CH2:41][CH:42]2[CH2:44][CH2:43]2)[CH:39]=1)[CH2:12][N:13]1[C:21]2[C:16](=[CH:17][CH:18]=[CH:19][CH:20]=2)[C:15]([C:22]2[CH:27]=[CH:26][C:25]([C:28]([CH3:31])([CH3:30])[CH3:29])=[CH:24][CH:23]=2)=[C:14]1[C:32]([O:34]CC)=[O:33])[C:2]1[CH:7]=[CH:6][CH:5]=[CH:4][CH:3]=1.CO.[OH-].[Na+].Cl. Product: [CH:42]1([CH2:41][O:40][C:38]2[CH:37]=[C:11]([CH2:12][N:13]3[C:21]4[C:16](=[CH:17][CH:18]=[CH:19][CH:20]=4)[C:15]([C:22]4[CH:27]=[CH:26][C:25]([C:28]([CH3:31])([CH3:29])[CH3:30])=[CH:24][CH:23]=4)=[C:14]3[C:32]([OH:34])=[O:33])[CH:10]=[C:9]([O:8][CH2:1][C:2]3[CH:3]=[CH:4][CH:5]=[CH:6][CH:7]=3)[CH:39]=2)[CH2:44][CH2:43]1. The catalyst class is: 1. (2) Reactant: [NH2:1][C:2]1[C:3]([C:9]#[N:10])=[N:4][C:5]([Br:8])=[CH:6][N:7]=1.Cl.[NH2:12][OH:13].C(N(CC)CC)C. Product: [NH2:1][C:2]1[C:3](/[C:9](=[N:12]\[OH:13])/[NH2:10])=[N:4][C:5]([Br:8])=[CH:6][N:7]=1. The catalyst class is: 5.